The task is: Predict the reaction yield, written as a fraction of the theoretical maximum amount of product (1.0 means a 100% yield; for example, 0.34 means a 34% yield).. This data is from Reaction yield outcomes from USPTO patents with 853,638 reactions. (1) The reactants are [NH2:1][C@H:2]1[CH2:7][CH2:6][C@H:5]([CH2:8][NH:9][C:10]2[C:15]([Cl:16])=[CH:14][N:13]=[C:12]([NH:17][CH2:18][C:19]3[CH:24]=[CH:23][CH:22]=[CH:21][C:20]=3[O:25][C:26]([F:29])([F:28])[F:27])[N:11]=2)[CH2:4][CH2:3]1.Br[CH2:31][CH2:32][CH2:33]Br. The catalyst is CC(N(C)C)=O. The product is [N:1]1([C@H:2]2[CH2:3][CH2:4][C@H:5]([CH2:8][NH:9][C:10]3[C:15]([Cl:16])=[CH:14][N:13]=[C:12]([NH:17][CH2:18][C:19]4[CH:24]=[CH:23][CH:22]=[CH:21][C:20]=4[O:25][C:26]([F:27])([F:28])[F:29])[N:11]=3)[CH2:6][CH2:7]2)[CH2:33][CH2:32][CH2:31]1. The yield is 0.530. (2) The reactants are [CH3:1][O:2][C:3]([C:5]1[C:10]([C:11]([O:13][CH3:14])=[O:12])=[CH:9][CH:8]=[C:7]([O:15][C:16]2[CH:21]=[CH:20][C:19](Br)=[C:18]([CH:23]=[O:24])[CH:17]=2)[N:6]=1)=[O:4].[B:25]1([B:25]2[O:29][C:28]([CH3:31])([CH3:30])[C:27]([CH3:33])([CH3:32])[O:26]2)[O:29][C:28]([CH3:31])([CH3:30])[C:27]([CH3:33])([CH3:32])[O:26]1.C([O-])(=O)C.[K+]. The catalyst is O1CCOCC1.C1C=CC(P(C2C=CC=CC=2)[C-]2C=CC=C2)=CC=1.C1C=CC(P(C2C=CC=CC=2)[C-]2C=CC=C2)=CC=1.Cl[Pd]Cl.[Fe+2]. The product is [CH3:1][O:2][C:3]([C:5]1[C:10]([C:11]([O:13][CH3:14])=[O:12])=[CH:9][CH:8]=[C:7]([O:15][C:16]2[CH:21]=[CH:20][C:19]([B:25]3[O:29][C:28]([CH3:31])([CH3:30])[C:27]([CH3:33])([CH3:32])[O:26]3)=[C:18]([CH:23]=[O:24])[CH:17]=2)[N:6]=1)=[O:4]. The yield is 0.700. (3) The catalyst is CC#N.O.C1C=CC([P]([Pd]([P](C2C=CC=CC=2)(C2C=CC=CC=2)C2C=CC=CC=2)([P](C2C=CC=CC=2)(C2C=CC=CC=2)C2C=CC=CC=2)[P](C2C=CC=CC=2)(C2C=CC=CC=2)C2C=CC=CC=2)(C2C=CC=CC=2)C2C=CC=CC=2)=CC=1. The product is [CH3:29][C:30]1[CH:31]=[C:32]([C:2]2[CH:3]=[C:4]([CH:26]=[CH:27][CH:28]=2)[O:5][CH2:6][C:7]2[CH:25]=[CH:24][C:10]([C:11]([NH:13][CH:14]3[CH2:15][C:16]([CH3:22])([CH3:23])[NH:17][C:18]([CH3:20])([CH3:21])[CH2:19]3)=[O:12])=[CH:9][CH:8]=2)[CH:33]=[N:34][CH:35]=1. The yield is 0.400. The reactants are Br[C:2]1[CH:3]=[C:4]([CH:26]=[CH:27][CH:28]=1)[O:5][CH2:6][C:7]1[CH:25]=[CH:24][C:10]([C:11]([NH:13][CH:14]2[CH2:19][C:18]([CH3:21])([CH3:20])[NH:17][C:16]([CH3:23])([CH3:22])[CH2:15]2)=[O:12])=[CH:9][CH:8]=1.[CH3:29][C:30]1[CH:31]=[C:32](B(O)O)[CH:33]=[N:34][CH:35]=1.C([O-])([O-])=O.[Na+].[Na+]. (4) The reactants are [F:1][CH:2]([F:40])[C:3]1[N:7]([C:8]2[N:13]=[C:12]3[N:14]([CH:17]4[CH2:22][CH2:21][N:20]([S:23]([CH:26]=[CH2:27])(=[O:25])=[O:24])[CH2:19][CH2:18]4)[N:15]=[CH:16][C:11]3=[C:10]([N:28]3[CH2:33][CH2:32][O:31][CH2:30][CH2:29]3)[N:9]=2)[C:6]2[CH:34]=[CH:35][CH:36]=[C:37]([O:38][CH3:39])[C:5]=2[N:4]=1.[CH3:41][NH:42][CH3:43]. The catalyst is C1COCC1.O. The product is [F:40][CH:2]([F:1])[C:3]1[N:7]([C:8]2[N:13]=[C:12]3[N:14]([CH:17]4[CH2:18][CH2:19][N:20]([S:23]([CH2:26][CH2:27][N:42]([CH3:43])[CH3:41])(=[O:24])=[O:25])[CH2:21][CH2:22]4)[N:15]=[CH:16][C:11]3=[C:10]([N:28]3[CH2:29][CH2:30][O:31][CH2:32][CH2:33]3)[N:9]=2)[C:6]2[CH:34]=[CH:35][CH:36]=[C:37]([O:38][CH3:39])[C:5]=2[N:4]=1. The yield is 0.930. (5) The reactants are [Br:1][C:2]1[CH:7]=[CH:6][C:5]([C:8]([CH3:13])([CH2:11][OH:12])[CH2:9]O)=[CH:4][CH:3]=1.C1(P(C2C=CC=CC=2)C2C=CC=CC=2)C=CC=CC=1.N(C(OC(C)C)=O)=NC(OC(C)C)=O. The catalyst is C1(C)C=CC=CC=1. The product is [Br:1][C:2]1[CH:7]=[CH:6][C:5]([C:8]2([CH3:13])[CH2:11][O:12][CH2:9]2)=[CH:4][CH:3]=1. The yield is 0.420.